From a dataset of Full USPTO retrosynthesis dataset with 1.9M reactions from patents (1976-2016). Predict the reactants needed to synthesize the given product. (1) Given the product [CH3:1][S:2]([CH2:4][CH2:5][C:6]1[C:7]([C:28]2[CH:33]=[CH:32][CH:31]=[CH:30][CH:29]=2)=[N:8][C:9]2[C:14]([C:15]=1[C:16]([NH:18][C@H:19]([C:22]1[CH:23]=[CH:24][CH:25]=[CH:26][CH:27]=1)[CH2:20][CH3:21])=[O:17])=[CH:13][CH:12]=[CH:11][CH:10]=2)(=[O:42])=[O:3], predict the reactants needed to synthesize it. The reactants are: [CH3:1][S:2]([CH2:4][CH2:5][C:6]1[C:7]([C:28]2[CH:33]=[CH:32][CH:31]=[CH:30][CH:29]=2)=[N:8][C:9]2[C:14]([C:15]=1[C:16]([NH:18][C@H:19]([C:22]1[CH:27]=[CH:26][CH:25]=[CH:24][CH:23]=1)[CH2:20][CH3:21])=[O:17])=[CH:13][CH:12]=[CH:11][CH:10]=2)=[O:3].C1C=C(Cl)C=C(C(OO)=[O:42])C=1.S([O-])([O-])(=O)=S.[Na+].[Na+].[OH-].[Na+]. (2) Given the product [CH3:1][O:2][C:3]1[C:4]2[CH2:12][N:11]([C:14]3[CH:19]=[N:18][C:17]([O:20][CH3:21])=[C:16]([CH3:22])[CH:15]=3)[CH2:10][CH2:9][C:5]=2[N:6]=[CH:7][N:8]=1, predict the reactants needed to synthesize it. The reactants are: [CH3:1][O:2][C:3]1[C:4]2[CH2:12][NH:11][CH2:10][CH2:9][C:5]=2[N:6]=[CH:7][N:8]=1.Br[C:14]1[CH:15]=[C:16]([CH3:22])[C:17]([O:20][CH3:21])=[N:18][CH:19]=1.C(=O)([O-])[O-].[Cs+].[Cs+].CC(C1C=C(C(C)C)C(C2C=CC=CC=2P(C2CCCCC2)C2CCCCC2)=C(C(C)C)C=1)C.